This data is from Reaction yield outcomes from USPTO patents with 853,638 reactions. The task is: Predict the reaction yield, written as a fraction of the theoretical maximum amount of product (1.0 means a 100% yield; for example, 0.34 means a 34% yield). (1) The reactants are FC1C=CC(C(=O)CBr)=CC=1.[C:12]([CH:14]([CH2:20][C:21]([C:23]1[CH:28]=[CH:27][C:26]([F:29])=[CH:25][CH:24]=1)=O)[C:15]([O:17][CH2:18][CH3:19])=[O:16])#[N:13].FC1C=CC(C2NC=C(C(OCC)=O)C=2)=CC=1.[H-].[Na+].[C:49]1([S:55](Cl)(=[O:57])=[O:56])[CH:54]=[CH:53][CH:52]=[CH:51][CH:50]=1. The catalyst is CN(C)C=O.O. The product is [F:29][C:26]1[CH:27]=[CH:28][C:23]([C:21]2[N:13]([S:55]([C:49]3[CH:54]=[CH:53][CH:52]=[CH:51][CH:50]=3)(=[O:57])=[O:56])[CH:12]=[C:14]([C:15]([O:17][CH2:18][CH3:19])=[O:16])[CH:20]=2)=[CH:24][CH:25]=1. The yield is 0.680. (2) The reactants are [F:1][C:2]1[CH:10]=[C:9]2[C:5]([C:6]([C:12]3[N:13]=[C:14]4[C:20]([C:21]([OH:23])=O)=[CH:19][NH:18][C:15]4=[N:16][CH:17]=3)=[N:7][N:8]2[CH3:11])=[CH:4][CH:3]=1.CCN=C=NCCCN(C)C.[NH2:35][C:36]([CH3:49])([CH3:48])[CH2:37][CH2:38][CH2:39][NH:40][C:41](=[O:47])[O:42][C:43]([CH3:46])([CH3:45])[CH3:44].O. The catalyst is CN(C=O)C.CN(C1C=CN=CC=1)C. The product is [F:1][C:2]1[CH:10]=[C:9]2[C:5]([C:6]([C:12]3[N:13]=[C:14]4[C:20]([C:21]([NH:35][C:36]([CH3:49])([CH3:48])[CH2:37][CH2:38][CH2:39][NH:40][C:41](=[O:47])[O:42][C:43]([CH3:45])([CH3:44])[CH3:46])=[O:23])=[CH:19][NH:18][C:15]4=[N:16][CH:17]=3)=[N:7][N:8]2[CH3:11])=[CH:4][CH:3]=1. The yield is 0.460. (3) The reactants are [CH:1]([O:4][C:5]([N:7]1[CH2:13][CH2:12][CH2:11][CH:10]([N:14]([C:30](=[O:32])[CH3:31])[CH2:15][C:16]2[CH:21]=[C:20]([C:22]([F:25])([F:24])[F:23])[CH:19]=[C:18]([C:26]([F:29])([F:28])[F:27])[CH:17]=2)[C:9]2[CH:33]=[CH:34][C:35](Br)=[CH:36][C:8]1=2)=[O:6])([CH3:3])[CH3:2].[C:38]1(B(O)O)[CH:43]=[CH:42][CH:41]=[CH:40][CH:39]=1.C1(P(C2CCCCC2)C2C=CC=CC=2C2C=CC=CC=2)CCCCC1.[F-].[K+]. The catalyst is O1CCCC1.C(OCC)(=O)C.C([O-])(=O)C.[Pd+2].C([O-])(=O)C. The product is [C:30]([N:14]([CH2:15][C:16]1[CH:21]=[C:20]([C:22]([F:25])([F:24])[F:23])[CH:19]=[C:18]([C:26]([F:29])([F:28])[F:27])[CH:17]=1)[CH:10]1[CH2:11][CH2:12][CH2:13][N:7]([C:5]([O:4][CH:1]([CH3:3])[CH3:2])=[O:6])[C:8]2[CH:36]=[C:35]([C:38]3[CH:43]=[CH:42][CH:41]=[CH:40][CH:39]=3)[CH:34]=[CH:33][C:9]1=2)(=[O:32])[CH3:31]. The yield is 0.720. (4) The reactants are [CH2:1]([O:8][C:9]1[CH:10]=[C:11]([S:22][CH2:23][CH2:24][C:25]([O:27][CH3:28])=O)[CH:12]=[N:13][C:14]=1[NH:15][C:16]1[S:17][CH:18]=[C:19]([CH3:21])[N:20]=1)[C:2]1[CH:7]=[CH:6][CH:5]=[CH:4][CH:3]=1.CC([O-])(C)C.[K+].[Cl:35][CH2:36][C:37]1C=CC=[CH:39][C:38]=1OC.Cl. No catalyst specified. The product is [ClH:35].[CH3:28][O:27][C:25]1[CH:39]=[CH:38][CH:37]=[CH:36][C:24]=1[CH2:23][S:22][C:11]1[CH:10]=[C:9]([O:8][CH2:1][C:2]2[CH:7]=[CH:6][CH:5]=[CH:4][CH:3]=2)[C:14]([NH:15][C:16]2[S:17][CH:18]=[C:19]([CH3:21])[N:20]=2)=[N:13][CH:12]=1. The yield is 0.773.